Dataset: Experimental lipophilicity measurements (octanol/water distribution) for 4,200 compounds from AstraZeneca. Task: Regression/Classification. Given a drug SMILES string, predict its absorption, distribution, metabolism, or excretion properties. Task type varies by dataset: regression for continuous measurements (e.g., permeability, clearance, half-life) or binary classification for categorical outcomes (e.g., BBB penetration, CYP inhibition). For this dataset (lipophilicity_astrazeneca), we predict Y. (1) The molecule is COc1cc2ncnc(Nc3ccc(F)c(Cl)c3)c2cc1OCCN(C)C. The Y is 3.26 logD. (2) The molecule is Cc1cccc(C[C@@H](C(=O)O)N2CCC(CN3CCC(Oc4ccc(Cl)c(Cl)c4)CC3)CC2)c1. The Y is 2.84 logD. (3) The molecule is COc1ccc(N(C(=O)c2occc2CO)C(C(=O)NC[C@@H](C)O)c2ccccc2F)c(OC)c1. The Y is 1.37 logD. (4) The drug is CC(=O)Nc1ccc(O)cc1OC[C@@H](O)CN1CCC2(CC1)Cc1cc(Cl)ccc1O2. The Y is 2.76 logD.